This data is from Full USPTO retrosynthesis dataset with 1.9M reactions from patents (1976-2016). The task is: Predict the reactants needed to synthesize the given product. (1) The reactants are: CS([O:5][CH2:6][C:7]1[CH:12]=[CH:11][C:10]([C:13]2[CH:18]=[CH:17][N:16]([C:19]([O:21][C:22]([CH3:25])([CH3:24])[CH3:23])=[O:20])[CH2:15][CH:14]=2)=[CH:9][N:8]=1)(=O)=O.[Br:26][C:27]1[CH:34]=[C:31]([CH:32]=[O:33])[C:30](O)=[CH:29][CH:28]=1.C(=O)([O-])[O-].[K+].[K+].[I-].[K+]. Given the product [Br:26][C:27]1[CH:28]=[CH:29][C:30]([O:5][CH2:6][C:7]2[CH:12]=[CH:11][C:10]([CH:13]3[CH2:18][CH2:17][N:16]([C:19]([O:21][C:22]([CH3:25])([CH3:24])[CH3:23])=[O:20])[CH2:15][CH2:14]3)=[CH:9][N:8]=2)=[C:31]([CH:32]=[O:33])[CH:34]=1, predict the reactants needed to synthesize it. (2) The reactants are: [CH3:1][O:2][CH2:3][CH2:4][O:5][C:6]1[CH:11]=[CH:10][CH:9]=[C:8]([N+:12]([O-])=O)[C:7]=1[NH2:15].[OH-].[Na+]. Given the product [CH3:1][O:2][CH2:3][CH2:4][O:5][C:6]1[CH:11]=[CH:10][CH:9]=[C:8]([NH2:12])[C:7]=1[NH2:15], predict the reactants needed to synthesize it.